From a dataset of Forward reaction prediction with 1.9M reactions from USPTO patents (1976-2016). Predict the product of the given reaction. (1) Given the reactants [CH2:1]([CH:8]1[C:14](=O)[CH2:13][CH2:12][CH2:11][CH2:10][C:9]1=[O:16])[C:2]1[CH:7]=[CH:6][CH:5]=[CH:4][CH:3]=1.[CH3:17][C:18](=[O:21])[CH:19]=[CH2:20].N1C=CC=CC=1.C(O)(=O)C, predict the reaction product. The product is: [CH2:1]([C:8]12[CH2:20][CH2:19][C:18](=[O:21])[CH:17]=[C:14]1[CH2:13][CH2:12][CH2:11][CH2:10][C:9]2=[O:16])[C:2]1[CH:3]=[CH:4][CH:5]=[CH:6][CH:7]=1. (2) Given the reactants Cl.[NH2:2][C@@H:3]1[C@@H:8]([OH:9])[C@H:7]([CH2:10][C:11]2[CH:16]=[CH:15][C:14]([N+:17]([O-:19])=[O:18])=[C:13]([F:20])[CH:12]=2)[CH2:6][S:5](=[O:22])(=[O:21])[CH2:4]1.CC([O-])=O.[Na+].[C:28]([C:32]1[CH:33]=[C:34]([CH:37]=[CH:38][CH:39]=1)[CH:35]=O)([CH3:31])([CH3:30])[CH3:29].[BH3-]C#N.[Na+].Cl.C([O-])([O-])=O.[K+].[K+], predict the reaction product. The product is: [C:28]([C:32]1[CH:33]=[C:34]([CH:37]=[CH:38][CH:39]=1)[CH2:35][NH:2][C@@H:3]1[C@@H:8]([OH:9])[C@H:7]([CH2:10][C:11]2[CH:16]=[CH:15][C:14]([N+:17]([O-:19])=[O:18])=[C:13]([F:20])[CH:12]=2)[CH2:6][S:5](=[O:22])(=[O:21])[CH2:4]1)([CH3:31])([CH3:29])[CH3:30]. (3) Given the reactants C[CH2:2][O:3][C:4]([CH2:6][N:7]=[C:8]([C:15]1[CH:20]=[CH:19][CH:18]=[CH:17][CH:16]=1)[C:9]1[CH:14]=[CH:13][CH:12]=[CH:11][CH:10]=1)=[O:5].C[Si]([N-][Si](C)(C)C)(C)C.[Li+].Cl[CH2:32]/[CH:33]=[CH:34]\[CH2:35]Cl, predict the reaction product. The product is: [C:9]1([C:8](=[N:7][C:6]2([C:4]([O:3][CH3:2])=[O:5])[CH2:35][CH:34]=[CH:33][CH2:32]2)[C:15]2[CH:20]=[CH:19][CH:18]=[CH:17][CH:16]=2)[CH:14]=[CH:13][CH:12]=[CH:11][CH:10]=1. (4) The product is: [ClH:17].[Cl:17][C:12]1[CH:11]=[C:10]([CH:15]=[CH:14][C:13]=1[F:16])[C:9]([NH:8][C@H:5]1[CH2:4][CH2:3][C@@H:2]([NH:1][C:20]2[CH:25]=[C:24]([CH3:26])[C:23]([F:27])=[CH:22][N:21]=2)[CH2:7][CH2:6]1)=[O:18]. Given the reactants [NH2:1][C@@H:2]1[CH2:7][CH2:6][C@H:5]([NH:8][C:9](=[O:18])[C:10]2[CH:15]=[CH:14][C:13]([F:16])=[C:12]([Cl:17])[CH:11]=2)[CH2:4][CH2:3]1.Cl[C:20]1[CH:25]=[C:24]([CH3:26])[C:23]([F:27])=[CH:22][N:21]=1, predict the reaction product. (5) Given the reactants [CH3:1][O:2][C:3]([N:5]1[CH2:10][CH2:9][CH:8]([C:11](O)=[O:12])[CH2:7][CH:6]1[CH2:14][C:15]([CH3:23])([C:17]1[CH:22]=[CH:21][CH:20]=[CH:19][CH:18]=1)[CH3:16])=[O:4].[Cl-].[Mg+2].[Cl-].[C:27]([OH:33])(=O)[CH2:28][C:29]([OH:31])=[O:30].[CH2:34]([K])[CH3:35].C(N1C=CN=C1)(N1[CH:43]=[CH:42]N=C1)=O, predict the reaction product. The product is: [CH2:34]([O:31][C:29](=[O:30])[CH2:28][C:11]([C@@H:8]1[CH2:9][CH2:10][N:5]([C:3]([O:2][CH3:1])=[O:4])[C@@H:6]([CH2:14][C:15]([CH3:23])([C:17]2[CH:22]=[CH:21][CH:20]=[CH:19][CH:18]=2)[CH3:16])[CH2:7]1)=[O:12])[CH3:35].[CH2:42]([O:31][C:29](=[O:30])[CH2:28][C:27]([C@H:8]1[CH2:9][CH2:10][N:5]([C:3]([O:2][CH3:1])=[O:4])[C@@H:6]([CH2:14][C:15]([CH3:16])([C:17]2[CH:18]=[CH:19][CH:20]=[CH:21][CH:22]=2)[CH3:23])[CH2:7]1)=[O:33])[CH3:43].